This data is from KCNQ2 potassium channel screen with 302,405 compounds. The task is: Binary Classification. Given a drug SMILES string, predict its activity (active/inactive) in a high-throughput screening assay against a specified biological target. (1) The compound is O=C(NC1CC2N(C(CC2)C1)Cc1ccccc1)c1c(OC)cccc1. The result is 0 (inactive). (2) The molecule is O(C(=O)C1CCN(CC1)C(=O)C(=O)c1c2c(n(CC(=O)N3CCCCCC3)c1)cccc2)CC. The result is 0 (inactive).